Dataset: Reaction yield outcomes from USPTO patents with 853,638 reactions. Task: Predict the reaction yield, written as a fraction of the theoretical maximum amount of product (1.0 means a 100% yield; for example, 0.34 means a 34% yield). The reactants are Br[C:2]1[CH:23]=[CH:22][C:5]2[C:6]3[N:7]([CH:11]=[C:12]([C:14]4[N:18]([CH:19]([CH3:21])[CH3:20])[N:17]=[CH:16][N:15]=4)[N:13]=3)[CH2:8][CH2:9][O:10][C:4]=2[CH:3]=1.[C:24]([O:29][CH3:30])(=[O:28])[C:25]([CH3:27])=[CH2:26].C(N(CC)CC)C.C1(C)C=CC=CC=1P(C1C=CC=CC=1C)C1C=CC=CC=1C. The catalyst is CN(C=O)C.C([O-])(=O)C.[Pd+2].C([O-])(=O)C. The product is [CH3:30][O:29][C:24](=[O:28])/[C:25](/[CH3:27])=[CH:26]/[C:2]1[CH:23]=[CH:22][C:5]2[C:6]3[N:7]([CH2:8][CH2:9][O:10][C:4]=2[CH:3]=1)[CH:11]=[C:12]([C:14]1[N:18]([CH:19]([CH3:21])[CH3:20])[N:17]=[CH:16][N:15]=1)[N:13]=3. The yield is 0.570.